This data is from Full USPTO retrosynthesis dataset with 1.9M reactions from patents (1976-2016). The task is: Predict the reactants needed to synthesize the given product. Given the product [O:1]([C:8]1[CH:15]=[CH:14][CH:13]=[C:12]([N:16]2[CH2:21][CH2:20][CH2:19][CH2:18][CH2:17]2)[C:9]=1[CH2:10][NH2:11])[C:2]1[CH:3]=[CH:4][CH:5]=[CH:6][CH:7]=1, predict the reactants needed to synthesize it. The reactants are: [O:1]([C:8]1[CH:15]=[CH:14][CH:13]=[C:12]([N:16]2[CH2:21][CH2:20][CH2:19][CH2:18][CH2:17]2)[C:9]=1[C:10]#[N:11])[C:2]1[CH:7]=[CH:6][CH:5]=[CH:4][CH:3]=1.[NH4+].[OH-].